This data is from Forward reaction prediction with 1.9M reactions from USPTO patents (1976-2016). The task is: Predict the product of the given reaction. (1) Given the reactants [CH2:1]([O:8][CH2:9][C:10]1[N:15]=[C:14]([NH2:16])[N:13]=[C:12]([NH2:17])[C:11]=1[C:18]1[CH:23]=[CH:22][C:21]([N+:24]([O-])=O)=[CH:20][CH:19]=1)[C:2]1[CH:7]=[CH:6][CH:5]=[CH:4][CH:3]=1.CCN(C(C)C)C(C)C.ClC(Cl)(O[C:40](=[O:46])OC(Cl)(Cl)Cl)Cl.[CH2:48]([NH2:55])[C:49]1[CH:54]=[CH:53][CH:52]=[CH:51][CH:50]=1, predict the reaction product. The product is: [CH2:48]([NH:55][C:40]([NH:24][C:21]1[CH:22]=[CH:23][C:18]([C:11]2[C:12]([NH2:17])=[N:13][C:14]([NH2:16])=[N:15][C:10]=2[CH2:9][O:8][CH2:1][C:2]2[CH:7]=[CH:6][CH:5]=[CH:4][CH:3]=2)=[CH:19][CH:20]=1)=[O:46])[C:49]1[CH:54]=[CH:53][CH:52]=[CH:51][CH:50]=1. (2) Given the reactants [NH2:1][C:2]1[CH:7]=[C:6]([C:8]#[N:9])[CH:5]=[CH:4][C:3]=1[NH:10][C:11]1[N:16]=[CH:15][C:14]([CH2:17][C:18]([NH2:20])=[O:19])=[C:13]([NH:21][CH2:22][C:23]2[CH:28]=[C:27]([F:29])[CH:26]=[C:25]([F:30])[CH:24]=2)[CH:12]=1.N[C:32]1C=CC(C#N)=CC=1NC1N=CC(CC(N)=O)=C(NCC2C=C(F)C=C(F)C=2)C=1.C(OC)(OC)OC, predict the reaction product. The product is: [C:8]([C:6]1[CH:5]=[CH:4][C:3]2[N:10]([C:11]3[N:16]=[CH:15][C:14]([CH2:17][C:18]([NH2:20])=[O:19])=[C:13]([NH:21][CH2:22][C:23]4[CH:24]=[C:25]([F:30])[CH:26]=[C:27]([F:29])[CH:28]=4)[CH:12]=3)[CH:32]=[N:1][C:2]=2[CH:7]=1)#[N:9]. (3) Given the reactants Cl[C:2]([C:4]1[CH:5]=[C:6]2[C:11](=[CH:12][CH:13]=1)[C:9](=[O:10])[O:8][CH2:7]2)=[O:3].[CH3:14][NH:15][CH3:16], predict the reaction product. The product is: [CH3:14][N:15]([CH3:16])[C:2]([C:4]1[CH:5]=[C:6]2[C:11](=[CH:12][CH:13]=1)[C:9](=[O:10])[O:8][CH2:7]2)=[O:3]. (4) Given the reactants [Cl:1][C:2]1[C:11]([CH:12]=[O:13])=[CH:10][C:9]2[C:4](=[CH:5][CH:6]=[C:7]([O:14][CH3:15])[CH:8]=2)[N:3]=1.CO.[BH4-].[Na+].CC(C)=O, predict the reaction product. The product is: [Cl:1][C:2]1[C:11]([CH2:12][OH:13])=[CH:10][C:9]2[C:4](=[CH:5][CH:6]=[C:7]([O:14][CH3:15])[CH:8]=2)[N:3]=1.